The task is: Predict the reactants needed to synthesize the given product.. This data is from Full USPTO retrosynthesis dataset with 1.9M reactions from patents (1976-2016). (1) Given the product [OH:53][CH2:52][CH:49]1[CH2:50][CH2:51][N:46]([C:11](=[O:13])[CH2:10][O:9][CH2:8][C@H:7]([C:1]2[CH:2]=[CH:3][CH:4]=[CH:5][CH:6]=2)[CH3:14])[CH2:47][CH2:48]1, predict the reactants needed to synthesize it. The reactants are: [C:1]1([C@H:7]([CH3:14])[CH2:8][O:9][CH2:10][C:11]([OH:13])=O)[CH:6]=[CH:5][CH:4]=[CH:3][CH:2]=1.CN(C(ON1N=NC2C=CC=NC1=2)=[N+](C)C)C.F[P-](F)(F)(F)(F)F.C(N(CC)CC)C.[NH:46]1[CH2:51][CH2:50][CH:49]([CH2:52][OH:53])[CH2:48][CH2:47]1. (2) Given the product [CH:1]1([CH2:4][N:5]([CH2:6][CH2:7][C:8]2[CH:13]=[CH:12][C:11]([O:14][CH3:15])=[C:10]([O:16][CH3:17])[CH:9]=2)[C:25]([C:20]2[C:19]([Br:18])=[CH:24][CH:23]=[CH:22][N:21]=2)=[O:26])[CH2:3][CH2:2]1, predict the reactants needed to synthesize it. The reactants are: [CH:1]1([CH2:4][NH:5][CH2:6][CH2:7][C:8]2[CH:13]=[CH:12][C:11]([O:14][CH3:15])=[C:10]([O:16][CH3:17])[CH:9]=2)[CH2:3][CH2:2]1.[Br:18][C:19]1[C:20]([C:25](O)=[O:26])=[N:21][CH:22]=[CH:23][CH:24]=1. (3) Given the product [CH3:32][S:33]([OH:36])(=[O:35])=[O:34].[NH2:1][C:2]1[CH:7]=[CH:6][CH:5]=[CH:4][C:3]=1[NH:8][C:9]([C:11]1[S:12][C:13]2[CH2:14][N:15]([C:20](=[O:31])[CH2:21][O:22][C:23]3[CH:28]=[CH:27][CH:26]=[C:25]([O:29][CH3:30])[CH:24]=3)[CH2:16][CH2:17][C:18]=2[N:19]=1)=[O:10], predict the reactants needed to synthesize it. The reactants are: [NH2:1][C:2]1[CH:7]=[CH:6][CH:5]=[CH:4][C:3]=1[NH:8][C:9]([C:11]1[S:12][C:13]2[CH2:14][N:15]([C:20](=[O:31])[CH2:21][O:22][C:23]3[CH:28]=[CH:27][CH:26]=[C:25]([O:29][CH3:30])[CH:24]=3)[CH2:16][CH2:17][C:18]=2[N:19]=1)=[O:10].[CH3:32][S:33]([OH:36])(=[O:35])=[O:34]. (4) Given the product [Br:45][C:46]1[CH:61]=[CH:60][C:49]([O:50][C:51]2[N:58]=[C:57]([NH:71][CH2:70][CH2:69][O:68][CH3:67])[CH:56]=[CH:55][C:52]=2[C:53]#[N:54])=[CH:48][C:47]=1[CH:62]1[O:66][CH2:65][CH2:64][O:63]1, predict the reactants needed to synthesize it. The reactants are: BrC1C=CC(OC2C=CC(C#N)=C(Cl)N=2)=CC=1C1OCCO1.BrC1C=CC(OC2C=CC(C#N)=C(Cl)N=2)=CC=1C1OCCO1.[Br:45][C:46]1[CH:61]=[CH:60][C:49]([O:50][C:51]2[N:58]=[C:57](Cl)[CH:56]=[CH:55][C:52]=2[C:53]#[N:54])=[CH:48][C:47]=1[CH:62]1[O:66][CH2:65][CH2:64][O:63]1.[CH3:67][O:68][CH2:69][CH2:70][NH2:71]. (5) Given the product [Cl:1][C:2]1[N:3]=[C:4]([N:13]2[CH2:18][CH2:17][O:16][CH2:15][CH2:14]2)[C:5]2[N:10]([CH3:11])[CH:9]=[CH:8][C:6]=2[N:7]=1, predict the reactants needed to synthesize it. The reactants are: [Cl:1][C:2]1[N:3]=[C:4](Cl)[C:5]2[N:10]([CH3:11])[CH:9]=[CH:8][C:6]=2[N:7]=1.[NH:13]1[CH2:18][CH2:17][O:16][CH2:15][CH2:14]1.C(N(CC)C(C)C)(C)C. (6) Given the product [F:31][C:25]1[CH:26]=[CH:27][CH:28]=[C:29]([F:30])[C:24]=1[NH:23][C:21](=[O:22])[C:20]1[CH:32]=[CH:33][CH:34]=[C:18]([C:9]2[N:10]=[C:11]3[C:16]([F:17])=[CH:15][CH:14]=[CH:13][N:12]3[C:8]=2[C:6]2[CH:5]=[CH:4][N:3]=[C:2]([NH:39][C:38]3[CH:40]=[CH:41][C:42]([N:44]4[CH2:45][CH2:46][CH:47]([N:50]5[CH2:51][CH2:52][N:53]([CH2:56][CH2:57][S:58]([CH3:61])(=[O:60])=[O:59])[CH2:54][CH2:55]5)[CH2:48][CH2:49]4)=[CH:43][C:37]=3[O:36][CH3:35])[N:7]=2)[CH:19]=1, predict the reactants needed to synthesize it. The reactants are: Cl[C:2]1[N:7]=[C:6]([C:8]2[N:12]3[CH:13]=[CH:14][CH:15]=[C:16]([F:17])[C:11]3=[N:10][C:9]=2[C:18]2[CH:19]=[C:20]([CH:32]=[CH:33][CH:34]=2)[C:21]([NH:23][C:24]2[C:29]([F:30])=[CH:28][CH:27]=[CH:26][C:25]=2[F:31])=[O:22])[CH:5]=[CH:4][N:3]=1.[CH3:35][O:36][C:37]1[CH:43]=[C:42]([N:44]2[CH2:49][CH2:48][CH:47]([N:50]3[CH2:55][CH2:54][N:53]([CH2:56][CH2:57][S:58]([CH3:61])(=[O:60])=[O:59])[CH2:52][CH2:51]3)[CH2:46][CH2:45]2)[CH:41]=[CH:40][C:38]=1[NH2:39].Cl.O1CCOCC1.C[O-].[Na+]. (7) Given the product [CH3:1][N:2]1[CH:6]=[CH:5][C:4]([NH:7][C:8]([C:10]2[C:15]([NH:16][C:17]3[CH:22]=[CH:21][CH:20]=[C:27]([F:31])[CH:18]=3)=[CH:14][CH:13]=[C:12]([CH3:23])[N:11]=2)=[O:9])=[N:3]1, predict the reactants needed to synthesize it. The reactants are: [CH3:1][N:2]1[CH:6]=[CH:5][C:4]([NH:7][C:8]([C:10]2[C:15]([NH:16][C:17]3[CH:18]=N[CH:20]=[CH:21][CH:22]=3)=[CH:14][CH:13]=[C:12]([CH3:23])[N:11]=2)=[O:9])=[N:3]1.BrC1C=CC=[C:27]([F:31])C=1. (8) The reactants are: [CH3:1][O:2][C:3](=[O:20])[CH:4]([NH:12][C:13]([O:15][C:16]([CH3:19])([CH3:18])[CH3:17])=[O:14])[C:5]1[CH:10]=[CH:9][C:8]([OH:11])=[CH:7][CH:6]=1.C1(P(C2C=CC=CC=2)C2C=CC=CC=2)C=CC=CC=1.[CH3:40][O:41][CH2:42][CH2:43]O.CC(OC(/N=N/C(OC(C)C)=O)=O)C. Given the product [CH3:1][O:2][C:3](=[O:20])[CH:4]([NH:12][C:13]([O:15][C:16]([CH3:17])([CH3:19])[CH3:18])=[O:14])[C:5]1[CH:6]=[CH:7][C:8]([O:11][CH2:43][CH2:42][O:41][CH3:40])=[CH:9][CH:10]=1, predict the reactants needed to synthesize it. (9) Given the product [CH2:35]([O:34][C:32](=[O:33])[N:13]([C@H:12]1[C@H:8]([C:5]2[CH:4]=[CH:3][C:2]([Cl:1])=[CH:7][CH:6]=2)[CH2:9][N:10]([C:15]([CH:17]2[CH2:22][CH2:21][N:20]([C:23]3[CH:28]=[CH:27][C:26]([C:29]#[N:30])=[CH:25][N:24]=3)[CH2:19][CH2:18]2)=[O:16])[CH2:11]1)[CH3:14])[CH:36]([CH3:38])[CH3:37], predict the reactants needed to synthesize it. The reactants are: [Cl:1][C:2]1[CH:7]=[CH:6][C:5]([C@H:8]2[C@H:12]([NH:13][CH3:14])[CH2:11][N:10]([C:15]([CH:17]3[CH2:22][CH2:21][N:20]([C:23]4[CH:28]=[CH:27][C:26]([C:29]#[N:30])=[CH:25][N:24]=4)[CH2:19][CH2:18]3)=[O:16])[CH2:9]2)=[CH:4][CH:3]=1.Cl[C:32]([O:34][CH2:35][CH:36]([CH3:38])[CH3:37])=[O:33].